This data is from Full USPTO retrosynthesis dataset with 1.9M reactions from patents (1976-2016). The task is: Predict the reactants needed to synthesize the given product. Given the product [C:26]([N:25]([C:2]1[C:6]([CH2:7][C:8]2[CH:12]=[CH:11][S:10][CH:9]=2)=[CH:5][NH:4][C:3]=1[C:13]([O:15][CH3:16])=[O:14])[C:22]([NH:21][C:17]([O:19][CH3:20])=[O:18])=[NH:32])([O:28][CH3:29])=[O:27], predict the reactants needed to synthesize it. The reactants are: N[C:2]1[C:6]([CH2:7][C:8]2[CH:12]=[CH:11][S:10][CH:9]=2)=[CH:5][NH:4][C:3]=1[C:13]([O:15][CH3:16])=[O:14].[C:17]([NH:21][C:22](=[N:25][C:26]([O:28][CH3:29])=[O:27])SC)([O:19][CH3:20])=[O:18].C([N:32](CC)CC)C.